From a dataset of Peptide-MHC class I binding affinity with 185,985 pairs from IEDB/IMGT. Regression. Given a peptide amino acid sequence and an MHC pseudo amino acid sequence, predict their binding affinity value. This is MHC class I binding data. The peptide sequence is YCHGILLKDV. The MHC is HLA-A02:06 with pseudo-sequence HLA-A02:06. The binding affinity (normalized) is 0.111.